This data is from Forward reaction prediction with 1.9M reactions from USPTO patents (1976-2016). The task is: Predict the product of the given reaction. (1) Given the reactants [Cl:1][C:2]1[N:6]2[CH2:7][CH2:8][N:9]([C:11]([C:13]3[CH:18]=[CH:17][CH:16]=[C:15]([C:19]([F:22])([F:21])[F:20])[C:14]=3[Cl:23])=[O:12])[CH2:10][C:5]2=[N:4][CH:3]=1.C1C(=O)N([Cl:31])C(=O)C1, predict the reaction product. The product is: [Cl:31][C:3]1[N:4]=[C:5]2[CH2:10][N:9]([C:11]([C:13]3[CH:18]=[CH:17][CH:16]=[C:15]([C:19]([F:21])([F:22])[F:20])[C:14]=3[Cl:23])=[O:12])[CH2:8][CH2:7][N:6]2[C:2]=1[Cl:1]. (2) The product is: [CH:1]([N:4]([C:50](=[O:51])[CH2:49][CH2:48][O:47][CH3:46])[C:5]1[CH:6]=[C:7]([CH:43]=[CH:44][CH:45]=1)[CH2:8][O:9][CH:10]1[CH:15]([C:16]2[CH:17]=[CH:18][C:19]([O:22][CH2:23][CH2:24][CH2:25][O:26][CH2:27][C:28]3[CH:33]=[CH:32][CH:31]=[CH:30][C:29]=3[O:34][CH3:35])=[CH:20][CH:21]=2)[CH2:14][CH2:13][N:12]([C:36]([O:38][C:39]([CH3:40])([CH3:42])[CH3:41])=[O:37])[CH2:11]1)([CH3:3])[CH3:2]. Given the reactants [CH:1]([NH:4][C:5]1[CH:6]=[C:7]([CH:43]=[CH:44][CH:45]=1)[CH2:8][O:9][CH:10]1[CH:15]([C:16]2[CH:21]=[CH:20][C:19]([O:22][CH2:23][CH2:24][CH2:25][O:26][CH2:27][C:28]3[CH:33]=[CH:32][CH:31]=[CH:30][C:29]=3[O:34][CH3:35])=[CH:18][CH:17]=2)[CH2:14][CH2:13][N:12]([C:36]([O:38][C:39]([CH3:42])([CH3:41])[CH3:40])=[O:37])[CH2:11]1)([CH3:3])[CH3:2].[CH3:46][O:47][CH2:48][CH2:49][C:50](Cl)=[O:51], predict the reaction product. (3) Given the reactants F[C:2]1[CH:10]=[CH:9][C:5]([C:6]([OH:8])=[O:7])=[CH:4][C:3]=1[C:11]([F:14])([F:13])[F:12].[F:15][C:16]([F:24])([F:23])[CH:17]1[CH2:22][CH2:21][NH:20][CH2:19][CH2:18]1, predict the reaction product. The product is: [F:12][C:11]([F:14])([F:13])[C:3]1[CH:4]=[C:5]([CH:9]=[CH:10][C:2]=1[N:20]1[CH2:21][CH2:22][CH:17]([C:16]([F:24])([F:23])[F:15])[CH2:18][CH2:19]1)[C:6]([OH:8])=[O:7]. (4) Given the reactants [F:1][C@H:2]1[CH2:6][N:5]([C:7]2([C:18]3[CH:23]=[CH:22][CH:21]=[CH:20][C:19]=3[O:24][CH3:25])[C:15]3[C:10](=[CH:11][CH:12]=[C:13]([CH3:16])[CH:14]=3)[NH:9][C:8]2=[O:17])[C@H:4]([C:26]([N:28]([CH3:30])[CH3:29])=[O:27])[CH2:3]1.[H-].[Na+].[CH3:33][O:34][C:35]1[CH:40]=[C:39]([O:41][CH3:42])[CH:38]=[CH:37][C:36]=1[S:43](Cl)(=[O:45])=[O:44].C(=O)([O-])[O-].[K+].[K+], predict the reaction product. The product is: [CH3:33][O:34][C:35]1[CH:40]=[C:39]([O:41][CH3:42])[CH:38]=[CH:37][C:36]=1[S:43]([N:9]1[C:10]2[C:15](=[CH:14][C:13]([CH3:16])=[CH:12][CH:11]=2)[C:7]([N:5]2[CH2:6][C@H:2]([F:1])[CH2:3][C@H:4]2[C:26]([N:28]([CH3:30])[CH3:29])=[O:27])([C:18]2[CH:23]=[CH:22][CH:21]=[CH:20][C:19]=2[O:24][CH3:25])[C:8]1=[O:17])(=[O:44])=[O:45]. (5) The product is: [ClH:9].[Cl:12][C:13]1[CH:36]=[CH:35][C:16]([NH:17][C:18]2[C:27]3[C:22](=[CH:23][C:24]([O:30][CH2:31][CH2:32][N:33]([CH3:34])[C:1]([C:2]4[CH:7]=[CH:6][N:5]=[CH:4][CH:3]=4)=[O:8])=[C:25]([O:28][CH3:29])[CH:26]=3)[N:21]=[CH:20][N:19]=2)=[C:15]([F:37])[CH:14]=1. Given the reactants [C:1]([Cl:9])(=[O:8])[C:2]1[CH:7]=[CH:6][N:5]=[CH:4][CH:3]=1.O.Cl.[Cl:12][C:13]1[CH:36]=[CH:35][C:16]([NH:17][C:18]2[C:27]3[C:22](=[CH:23][C:24]([O:30][CH2:31][CH2:32][NH:33][CH3:34])=[C:25]([O:28][CH3:29])[CH:26]=3)[N:21]=[CH:20][N:19]=2)=[C:15]([F:37])[CH:14]=1.C(N(CC)CC)C, predict the reaction product. (6) Given the reactants [CH3:1][N:2]([CH:12]1[CH2:17][CH2:16][O:15][CH2:14][CH2:13]1)[C:3]1[CH:8]=[CH:7][C:6]([N+:9]([O-])=O)=[CH:5][N:4]=1, predict the reaction product. The product is: [CH3:1][N:2]([CH:12]1[CH2:17][CH2:16][O:15][CH2:14][CH2:13]1)[C:3]1[CH:8]=[CH:7][C:6]([NH2:9])=[CH:5][N:4]=1. (7) Given the reactants C([Li])CCC.C(NC(C)C)(C)C.[CH3:13][O:14][C:15](=[O:25])[CH2:16][C:17]1[CH:22]=[CH:21][C:20]([Cl:23])=[C:19]([Cl:24])[CH:18]=1.Br[CH2:27][C:28]([O:30][C:31]([CH3:34])([CH3:33])[CH3:32])=[O:29], predict the reaction product. The product is: [CH3:13][O:14][C:15](=[O:25])[CH:16]([C:17]1[CH:22]=[CH:21][C:20]([Cl:23])=[C:19]([Cl:24])[CH:18]=1)[CH2:27][C:28]([O:30][C:31]([CH3:34])([CH3:33])[CH3:32])=[O:29]. (8) Given the reactants [C:1]1([O:7][C:8]([N:10]2[CH2:19][CH2:18][C:17]3[C:12](=[CH:13][C:14]([O:22][CH3:23])=[C:15]([O:20][CH3:21])[CH:16]=3)[CH:11]2[CH2:24][C:25]2[CH:30]=[CH:29][C:28]([C:31]3[CH:36]=[CH:35][CH:34]=[CH:33][CH:32]=3)=[CH:27][CH:26]=2)=[O:9])[CH:6]=[CH:5][CH:4]=[CH:3][CH:2]=1.[C:37](O)(=O)C(O)=O.C1(C2C=CC=CC=2)C=CC(CC2C3C(=CC(OC)=C(OC)C=3)CCN2)=CC=1.ClC(OCC1C=CC=CC=1)=O.[OH-].[Na+], predict the reaction product. The product is: [CH2:1]([O:7][C:8]([N:10]1[CH2:19][CH2:18][C:17]2[C:12](=[CH:13][C:14]([O:22][CH3:23])=[C:15]([O:20][CH3:21])[CH:16]=2)[CH:11]1[CH2:24][C:25]1[CH:26]=[CH:27][C:28]([C:31]2[CH:36]=[CH:35][CH:34]=[CH:33][CH:32]=2)=[CH:29][CH:30]=1)=[O:9])[C:2]1[CH:3]=[CH:4][CH:5]=[CH:6][CH:37]=1.